Dataset: Full USPTO retrosynthesis dataset with 1.9M reactions from patents (1976-2016). Task: Predict the reactants needed to synthesize the given product. (1) Given the product [Br:1][C:2]1[CH:3]=[CH:4][C:5]([C:11]([F:14])([F:13])[F:12])=[C:6]2[C:7]=1[CH:8]=[N:16][NH:17]2, predict the reactants needed to synthesize it. The reactants are: [Br:1][C:2]1[C:7]([CH:8]=O)=[C:6](F)[C:5]([C:11]([F:14])([F:13])[F:12])=[CH:4][CH:3]=1.O.[NH2:16][NH2:17]. (2) Given the product [CH2:8]([O:15][C:16]([C@@H:18]1[CH2:22][C@@H:21]([F:23])[CH2:20][N:19]1[C:25](=[O:26])[NH:24][C:27]1[C:35]2[C:30](=[CH:31][CH:32]=[CH:33][CH:34]=2)[N:29]([C:36](=[O:37])[NH2:38])[CH:28]=1)=[O:17])[C:9]1[CH:10]=[CH:11][CH:12]=[CH:13][CH:14]=1, predict the reactants needed to synthesize it. The reactants are: OC(C(F)(F)F)=O.[CH2:8]([O:15][C:16]([C@@H:18]1[CH2:22][C@@H:21]([F:23])[CH2:20][NH:19]1)=[O:17])[C:9]1[CH:14]=[CH:13][CH:12]=[CH:11][CH:10]=1.[N:24]([C:27]1[C:35]2[C:30](=[CH:31][CH:32]=[CH:33][CH:34]=2)[N:29]([C:36]([NH2:38])=[O:37])[CH:28]=1)=[C:25]=[O:26].C1COCC1.C(N(CC)CC)C. (3) Given the product [OH:3][C:2]([CH3:20])([CH3:1])[CH2:11][CH2:10][C:9]1[C:4](=[O:22])[C:5]([CH3:19])=[C:6]([CH3:18])[C:7](=[O:17])[C:8]=1[CH2:12][CH:13]=[C:14]([CH3:16])[CH3:15], predict the reactants needed to synthesize it. The reactants are: [CH3:1][C:2]1([CH3:20])[CH2:11][CH2:10][C:9]2[C:4](=[C:5]([CH3:19])[C:6]([CH3:18])=[C:7]([OH:17])[C:8]=2[CH2:12][CH:13]=[C:14]([CH3:16])[CH3:15])[O:3]1.[N+]([O-])([O-])=[O:22].[NH4+].[Ce+4].[N+]([O-])([O-])=O.[N+]([O-])([O-])=O.[N+]([O-])([O-])=O.[N+]([O-])([O-])=O.ClCCl.O. (4) Given the product [F:1][C:2]1[CH:3]=[C:4]([CH:16]=[CH:17][C:18]=1[F:19])[O:5][C:6]1[N:11]=[CH:10][C:9]([CH:12]([NH:26][S@@:24]([C:21]([CH3:23])([CH3:22])[CH3:20])=[O:25])[CH3:13])=[CH:8][C:7]=1[CH3:15], predict the reactants needed to synthesize it. The reactants are: [F:1][C:2]1[CH:3]=[C:4]([CH:16]=[CH:17][C:18]=1[F:19])[O:5][C:6]1[N:11]=[CH:10][C:9]([C:12](=O)[CH3:13])=[CH:8][C:7]=1[CH3:15].[CH3:20][C:21]([S@:24]([NH2:26])=[O:25])([CH3:23])[CH3:22]. (5) The reactants are: [C:1]12[CH:24]=[C:22]3[N:23]=[C:19]([CH:20]=[CH:21]3)[CH:18]=[C:16]3[NH:17][C:13]([CH:14]=[CH:15]3)=[CH:12][C:10]3=[N:11][C:7]([CH:8]=[CH:9]3)=[CH:6][C:4]([NH:5]1)=[CH:3][CH:2]=2.C1C(=O)N(Cl)C(=O)C1. Given the product [C:1]12[CH:24]=[C:22]3[N:23]=[C:19]([CH:20]=[CH:21]3)[CH:18]=[C:16]3[NH:17][C:13]([CH:14]=[CH:15]3)=[CH:12][C:10]3=[N:11][C:7]([CH:8]=[CH:9]3)=[CH:6][C:4]([NH:5]1)=[CH:3][CH:2]=2, predict the reactants needed to synthesize it.